Dataset: Forward reaction prediction with 1.9M reactions from USPTO patents (1976-2016). Task: Predict the product of the given reaction. (1) Given the reactants COC1C=C(OC)C=CC=1C[N:6]([C:36]1[CH:41]=[CH:40][N:39]=[CH:38][N:37]=1)[S:7]([C:10]1[C:15]([F:16])=[CH:14][C:13]([O:17][C@H:18]2[CH2:23][CH2:22][CH2:21][CH2:20][C@@H:19]2[C:24]2[CH:25]=[N:26][N:27](C3CCCCO3)[CH:28]=2)=[CH:12][C:11]=1[F:35])(=[O:9])=[O:8].C([SiH](CC)CC)C.CO, predict the reaction product. The product is: [F:35][C:11]1[CH:12]=[C:13]([O:17][C@H:18]2[CH2:23][CH2:22][CH2:21][CH2:20][C@@H:19]2[C:24]2[CH:25]=[N:26][NH:27][CH:28]=2)[CH:14]=[C:15]([F:16])[C:10]=1[S:7]([NH:6][C:36]1[CH:41]=[CH:40][N:39]=[CH:38][N:37]=1)(=[O:8])=[O:9]. (2) The product is: [Cl:18][C:19]1[CH:20]=[CH:21][C:22](/[C:25](=[N:1]\[C:4]2[CH:5]=[C:6]([O:16][CH3:17])[C:7]3[N:8]([C:10]([CH:13]([F:15])[F:14])=[N:11][N:12]=3)[CH:9]=2)/[C:26]([O:28][CH2:29][CH3:30])=[O:27])=[CH:23][CH:24]=1. Given the reactants [N:1]([C:4]1[CH:5]=[C:6]([O:16][CH3:17])[C:7]2[N:8]([C:10]([CH:13]([F:15])[F:14])=[N:11][N:12]=2)[CH:9]=1)=[N+]=[N-].[Cl:18][C:19]1[CH:24]=[CH:23][C:22]([C:25](=O)[C:26]([O:28][CH2:29][CH3:30])=[O:27])=[CH:21][CH:20]=1.C1(P(C2C=CC=CC=2)C2C=CC=CC=2)C=CC=CC=1.C([O-])(O)=O.[Na+], predict the reaction product. (3) Given the reactants Br.[NH2:2][C:3]1[CH:8]=[CH:7][N:6]2[CH:9]=[C:10]([C:12]3[CH:17]=[CH:16][C:15]([OH:18])=[CH:14][CH:13]=3)[N:11]=[C:5]2[CH:4]=1.C(=O)([O-])[O-].[Cs+].[Cs+].Br[CH2:26][CH2:27][CH2:28][F:29], predict the reaction product. The product is: [F:29][CH2:28][CH2:27][CH2:26][O:18][C:15]1[CH:14]=[CH:13][C:12]([C:10]2[N:11]=[C:5]3[CH:4]=[C:3]([NH2:2])[CH:8]=[CH:7][N:6]3[CH:9]=2)=[CH:17][CH:16]=1. (4) The product is: [NH2:39][C:38]1[C:33]2[N:32]=[N:1][N:30]([CH2:29][C:18]3[N:19]([C:22]4[CH:23]=[CH:24][CH:25]=[CH:26][C:27]=4[CH3:28])[C:20](=[O:21])[C:12]4[C:13](=[CH:14][CH:15]=[CH:16][C:11]=4[CH3:10])[N:17]=3)[C:34]=2[N:35]=[CH:36][N:37]=1. Given the reactants [N:1]1C=C2C(N=CN2)=NC=1.[CH3:10][C:11]1[CH:16]=[CH:15][CH:14]=[C:13]2[N:17]=[C:18]([CH2:29][N:30]3[C:34]4[N:35]=[CH:36][N:37]=[C:38]([NH2:39])[C:33]=4[N:32]=C3)[N:19]([C:22]3[C:27]([CH3:28])=[CH:26][CH:25]=[CH:24][CH:23]=3)[C:20](=[O:21])[C:12]=12, predict the reaction product. (5) Given the reactants [N+:1]([C:4]1[C:5]([NH:11][CH2:12][C:13]2[S:14][C:15]3[CH:20]=[CH:19][N:18]=[CH:17][C:16]=3[N:21]=2)=[N:6][C:7]([Cl:10])=[CH:8][CH:9]=1)([O-])=O, predict the reaction product. The product is: [Cl:10][C:7]1[N:6]=[C:5]([NH:11][CH2:12][C:13]2[S:14][C:15]3[CH:20]=[CH:19][N:18]=[CH:17][C:16]=3[N:21]=2)[C:4]([NH2:1])=[CH:9][CH:8]=1. (6) Given the reactants [C:1](O)(=[O:8])[C:2]1C=CC=CC=1.[CH:10]1[CH:11]=[CH:12][C:13]2N(O)N=[N:16][C:14]=2[CH:15]=1.CCN=C=NCCCN(C)C.CN1CCCNCC1.CCN(C(C)C)C(C)C, predict the reaction product. The product is: [NH:16]1[C:14]2[C:13](=[CH:12][CH:11]=[CH:10][CH:15]=2)[CH2:2][C:1]1=[O:8]. (7) Given the reactants [Br:1][C:2]1[CH:7]=[C:6]([F:8])[C:5]([CH3:9])=[CH:4][C:3]=1[OH:10].Br[C:12]1[CH:17]=[CH:16]C(F)=[CH:14][C:13]=1O[C@H](CC=C)C, predict the reaction product. The product is: [Br:1][C:2]1[CH:7]=[C:6]([F:8])[C:5]([CH3:9])=[CH:4][C:3]=1[O:10][C@H:17]([CH2:12][CH:13]=[CH2:14])[CH3:16].